From a dataset of Reaction yield outcomes from USPTO patents with 853,638 reactions. Predict the reaction yield, written as a fraction of the theoretical maximum amount of product (1.0 means a 100% yield; for example, 0.34 means a 34% yield). (1) The reactants are O[C:2]1[C:11]2[C:6](=[N:7][CH:8]=[CH:9][CH:10]=2)[N:5]([C:12]2[CH:17]=[CH:16][CH:15]=[CH:14][CH:13]=2)[C:4](=[O:18])[C:3]=1[C:19](=O)[CH2:20][C:21]1[CH:26]=[CH:25][C:24]([C:27]#[N:28])=[CH:23][CH:22]=1.O.[NH2:31][NH2:32]. The catalyst is CN(C=O)C. The product is [C:27]([C:24]1[CH:25]=[CH:26][C:21]([CH2:20][C:19]2[C:3]3[C:4](=[O:18])[N:5]([C:12]4[CH:17]=[CH:16][CH:15]=[CH:14][CH:13]=4)[C:6]4[N:7]=[CH:8][CH:9]=[CH:10][C:11]=4[C:2]=3[NH:32][N:31]=2)=[CH:22][CH:23]=1)#[N:28]. The yield is 0.730. (2) The reactants are CC1C=CC(S(O[CH2:12][CH:13]2[CH2:17][C:16]3[CH:18]=[CH:19][C:20]([F:29])=[C:21]([C:22]4[CH:27]=[CH:26][CH:25]=[CH:24][C:23]=4[CH3:28])[C:15]=3[O:14]2)(=O)=O)=CC=1.[N-:30]=[N+:31]=[N-:32].[Na+].N(CC1CC2C=C(Cl)C=C(C3C=CSC=3)C=2O1)=[N+]=[N-]. No catalyst specified. The product is [N:30]([CH2:12][CH:13]1[CH2:17][C:16]2[CH:18]=[CH:19][C:20]([F:29])=[C:21]([C:22]3[CH:27]=[CH:26][CH:25]=[CH:24][C:23]=3[CH3:28])[C:15]=2[O:14]1)=[N+:31]=[N-:32]. The yield is 0.860.